Dataset: Cav3 T-type calcium channel HTS with 100,875 compounds. Task: Binary Classification. Given a drug SMILES string, predict its activity (active/inactive) in a high-throughput screening assay against a specified biological target. (1) The drug is O=C(N1CCC(=CC1)c1ccccc1)CCCCCn1c(=O)c2c([nH]c1=O)cc(OC)c(OC)c2. The result is 0 (inactive). (2) The molecule is O=c1n(c(nc2c1cccc2)CCN(C)C)c1ccccc1. The result is 0 (inactive).